Dataset: Forward reaction prediction with 1.9M reactions from USPTO patents (1976-2016). Task: Predict the product of the given reaction. (1) Given the reactants [Cl:1][C:2]1[C:10]([C:11]([C:13]2[C:18]([NH:19][S:20]([C:23]3[CH:28]=[CH:27][C:26]([Cl:29])=[C:25]([C:30]([F:33])([F:32])[F:31])[CH:24]=3)(=[O:22])=[O:21])=[CH:17][C:16]([Cl:34])=[CH:15][N:14]=2)=[O:12])=[CH:9][CH:8]=[CH:7][C:3]=1[C:4]([OH:6])=O.[CH3:35][N:36](C(ON1N=NC2C=CC=NC1=2)=[N+](C)C)C.F[P-](F)(F)(F)(F)F.CN.C1COCC1.CCN(C(C)C)C(C)C, predict the reaction product. The product is: [Cl:1][C:2]1[C:10]([C:11]([C:13]2[C:18]([NH:19][S:20]([C:23]3[CH:28]=[CH:27][C:26]([Cl:29])=[C:25]([C:30]([F:31])([F:32])[F:33])[CH:24]=3)(=[O:21])=[O:22])=[CH:17][C:16]([Cl:34])=[CH:15][N:14]=2)=[O:12])=[CH:9][CH:8]=[CH:7][C:3]=1[C:4]([NH:36][CH3:35])=[O:6]. (2) Given the reactants [CH2:1]1[O:4][CH:2]1[CH3:3].[CH2:5]([C:14]1[CH:19]=[CH:18][CH:17]=[CH:16][C:15]=1O)[CH2:6][CH2:7][CH2:8][CH2:9][CH2:10][CH2:11][CH2:12][CH3:13].C1[O:24]C1C.C1OC1.C(C1C=CC=CC=1O)CCCCCCCC.C1OC1, predict the reaction product. The product is: [CH2:1]1[O:4][CH:2]1[CH3:3].[CH2:5]([C:14]1([OH:24])[CH2:19][CH2:18][CH2:17][CH2:16][CH2:15]1)[CH2:6][CH2:7][CH2:8][CH2:9][CH2:10][CH2:11][CH2:12][CH3:13]. (3) Given the reactants [N:1]([CH2:4][C:5]([NH:7][C@@H:8]1[C@@H:14]([OH:15])[C@@H:13]([OH:16])[C@@H:12]([CH2:17][OH:18])[O:11][CH:9]1[OH:10])=[O:6])=[N+:2]=[N-:3].C(O[C:23](=[O:25])[CH3:24])(=O)C, predict the reaction product. The product is: [C:5]([O:10][CH:9]1[O:11][C@H:12]([CH2:17][O:18][C:23](=[O:25])[CH3:24])[C@H:13]([O:16][C:12](=[O:11])[CH3:13])[C@H:14]([O:15][C:9](=[O:10])[CH3:8])[C@H:8]1[NH:7][C:5](=[O:6])[CH2:4][N:1]=[N+:2]=[N-:3])(=[O:6])[CH3:4].